This data is from Full USPTO retrosynthesis dataset with 1.9M reactions from patents (1976-2016). The task is: Predict the reactants needed to synthesize the given product. (1) Given the product [CH3:34][C:35]1([CH3:41])[CH2:40][O:39][CH2:38][CH2:37][N:36]1[C:16]([C:13]1[N:14]=[CH:15][C:10]([C:9]#[C:8][C:4]2[CH:5]=[CH:6][CH:7]=[C:2]([Cl:1])[CH:3]=2)=[CH:11][N:12]=1)=[O:18], predict the reactants needed to synthesize it. The reactants are: [Cl:1][C:2]1[CH:3]=[C:4]([C:8]#[C:9][C:10]2[CH:11]=[N:12][C:13]([C:16]([OH:18])=O)=[N:14][CH:15]=2)[CH:5]=[CH:6][CH:7]=1.C(Cl)(=O)C(Cl)=O.C(N(C(C)C)CC)(C)C.[CH3:34][C:35]1([CH3:41])[CH2:40][O:39][CH2:38][CH2:37][NH:36]1. (2) Given the product [CH:1]1([N:5]2[C:9]3=[N:10][C:11]([O:14][CH3:15])=[CH:12][CH:13]=[C:8]3[CH:7]=[CH:6]2)[CH2:4][CH2:3][CH2:2]1, predict the reactants needed to synthesize it. The reactants are: [CH:1]1([N:5]2[C:9]3=[N:10][C:11]([O:14][CH3:15])=[CH:12][CH:13]=[C:8]3[CH2:7][C:6]2=O)[CH2:4][CH2:3][CH2:2]1.CC(C[AlH]CC(C)C)C.C(C(C(C([O-])=O)O)O)([O-])=O.[Na+].[K+]. (3) The reactants are: [Cl:1][C:2]1[C:7]([C:8]([N:10]2[CH2:15][CH2:14][N:13]([C:16]([O:18][C:19]([CH3:22])([CH3:21])[CH3:20])=[O:17])[CH2:12][CH:11]2[CH2:23][OH:24])=[O:9])=[C:6](F)[CH:5]=[CH:4][CH:3]=1.[H-].[Na+]. Given the product [Cl:1][C:2]1[C:7]2[C:8](=[O:9])[N:10]3[CH2:15][CH2:14][N:13]([C:16]([O:18][C:19]([CH3:22])([CH3:21])[CH3:20])=[O:17])[CH2:12][CH:11]3[CH2:23][O:24][C:6]=2[CH:5]=[CH:4][CH:3]=1, predict the reactants needed to synthesize it. (4) Given the product [F:1][C:2]1[CH:3]=[N:4][C:5]2[CH:6]=[CH:7][C:8](=[O:17])[N:9]3[C@@H:14]([CH2:16][OH:15])[CH2:13][O:12][C:11]=1[C:10]=23, predict the reactants needed to synthesize it. The reactants are: [F:1][C:2]1[C:11]([O:12][CH2:13][C@H:14]2[CH2:16][O:15]2)=[C:10]2[C:5]([CH:6]=[CH:7][C:8]([O:17]C)=[N:9]2)=[N:4][CH:3]=1.FC(F)(F)S([O-])(=O)=O.[Yb+3].FC(F)(F)S([O-])(=O)=O.FC(F)(F)S([O-])(=O)=O. (5) Given the product [Br:1][C:2]1[CH:3]=[C:4]([C@@:8]([NH:12][C:13](=[O:16])[CH2:14][Cl:15])([CH3:11])[CH2:9][OH:10])[CH:5]=[CH:6][CH:7]=1, predict the reactants needed to synthesize it. The reactants are: [Br:1][C:2]1[CH:3]=[C:4]([C:8]([NH:12][C:13](=[O:16])[CH2:14][Cl:15])([CH3:11])[CH2:9][OH:10])[CH:5]=[CH:6][CH:7]=1. (6) The reactants are: [O:1]=[C:2]1[N:7]([CH2:8][C:9]([OH:11])=O)[N:6]=[N:5][C:4]2[CH:12]=[CH:13][CH:14]=[CH:15][C:3]1=2.[C:16]1([CH3:25])[CH:21]=[CH:20][CH:19]=[CH:18][C:17]=1[C@@H:22]([NH2:24])[CH3:23]. Given the product [O:1]=[C:2]1[N:7]([CH2:8][C:9]([NH:24][C@H:22]([C:17]2[CH:18]=[CH:19][CH:20]=[CH:21][C:16]=2[CH3:25])[CH3:23])=[O:11])[N:6]=[N:5][C:4]2[CH:12]=[CH:13][CH:14]=[CH:15][C:3]1=2, predict the reactants needed to synthesize it. (7) The reactants are: CCN(C(C)C)C(C)C.Cl.Cl.[Br:12][C:13]1[C:14]([N:22]2[CH2:27][CH2:26][NH:25][CH2:24][CH2:23]2)=[C:15]2[CH:21]=[N:20][NH:19][C:16]2=[N:17][CH:18]=1.[C:28]([O:32][C:33]([NH:35][C@H:36]([CH2:40][C:41]1[CH:46]=[CH:45][C:44]([Cl:47])=[CH:43][CH:42]=1)[C:37](O)=[O:38])=[O:34])([CH3:31])([CH3:30])[CH3:29].CN(C(ON1N=NC2C=CC=CC1=2)=[N+](C)C)C.[B-](F)(F)(F)F. Given the product [Br:12][C:13]1[C:14]([N:22]2[CH2:23][CH2:24][N:25]([C:37](=[O:38])[C@H:36]([NH:35][C:33](=[O:34])[O:32][C:28]([CH3:29])([CH3:30])[CH3:31])[CH2:40][C:41]3[CH:42]=[CH:43][C:44]([Cl:47])=[CH:45][CH:46]=3)[CH2:26][CH2:27]2)=[C:15]2[CH:21]=[N:20][NH:19][C:16]2=[N:17][CH:18]=1, predict the reactants needed to synthesize it. (8) Given the product [CH2:1]([N:8]1[CH2:13][CH2:12][CH:11]([N:14]2[CH2:18][CH2:17][N:16]([CH2:19][CH2:20][N:35]3[CH2:36][CH2:37][CH2:38][C@@H:34]3[CH3:33])[C:15]2=[C:22]([C:25]#[N:26])[C:23]#[N:24])[CH2:10][CH2:9]1)[C:2]1[CH:7]=[CH:6][CH:5]=[CH:4][CH:3]=1, predict the reactants needed to synthesize it. The reactants are: [CH2:1]([N:8]1[CH2:13][CH2:12][CH:11]([N:14]2[CH2:18][CH2:17][N:16]([CH2:19][CH2:20]Br)[C:15]2=[C:22]([C:25]#[N:26])[C:23]#[N:24])[CH2:10][CH2:9]1)[C:2]1[CH:7]=[CH:6][CH:5]=[CH:4][CH:3]=1.C(=O)([O-])[O-].[K+].[K+].[CH3:33][C@H:34]1[CH2:38][CH2:37][CH2:36][NH:35]1.[OH-].[Na+].